From a dataset of Experimentally validated miRNA-target interactions with 360,000+ pairs, plus equal number of negative samples. Binary Classification. Given a miRNA mature sequence and a target amino acid sequence, predict their likelihood of interaction. (1) The miRNA is hsa-miR-664a-5p with sequence ACUGGCUAGGGAAAAUGAUUGGAU. The protein sequence of the target gene is MCDKEFMWALKNGDLDEVKDYVAKGEDVNRTLEGGRKPLHYAADCGQLEILEFLLLKGADINAPDKHHITPLLSAVYEGHVSCVKLLLSKGADKTVKGPDGLTALEATDNQAIKALLQ. Result: 0 (no interaction). (2) The miRNA is hsa-miR-3180-3p with sequence UGGGGCGGAGCUUCCGGAGGCC. The protein sequence of the target gene is MSTGSVSDPEEMELRGLQREYPVPASKRPPLRGVERSYASPSDNSSAEEEDPDGEEERCALGTAGSAEGCKRKRPRVAGGGGAGGSAGGGGKKPLPAKGSAAECKQSQRNAANARERARMRVLSKAFSRLKTSLPWVPPDTKLSKLDTLRLASSYIAHLRQLLQEDRYENGYVHPVNLTWPFVVSGRPDSDTKEVSAANRLCGTTA. Result: 1 (interaction). (3) The miRNA is hsa-miR-7843-3p with sequence AUGAAGCCUUCUCUGCCUUACG. The protein sequence of the target gene is MSAHNRGTELDLSWISKIQVNHPAVLRRAEQIQARRTVKKEWQAAWLLKAVTFIDLTTLSGDDTSSNIQRLCYKAKYPIREDLLKALNMHDKGITTAAVCVYPARVCDAVKALKAAGCNIPVASVAAGFPAGQTHLKTRLEEIRLAVEDGATEIDVVINRSLVLTGQWEALYDEIRQFRKACGEAHLKTILATGELGTLTNVYKASMIAMMAGSDFIKTSTGKETVNATFPVAIVMLRAIRDFFWKTGNKIGFKPAGGIRSAKDSLAWLSLVKEELGDEWLKPELFRIGASTLLSDIERQ.... Result: 0 (no interaction). (4) The miRNA is mmu-miR-466n-3p with sequence UAUACAUGAGAGCAUACAUAGA. The protein sequence of the target gene is MEHRSKMEFFQKLGYSQEDVVRVLGKLGDSALVNDVLQELIQTGSRPRAQEDPASGTGVVLIPRGCCGVQDSAQQGPGTRPRRGWRRSSPLLRPIVIDGSNVAMSHGNKEAFSCRGIRLAVDWFTDRGHTYIKVFVPSWRKEPSRSDTPIREQHVLEELERQAVLVYTPSRKVNGKRVVCYDDRYIVKVAYEKDGIIVSNDNYRDLQNENPEWKWFIEQRLLMFSFVNDRFMPPDDPLGRRGPTLSNFLSKKPRPPEPSWQHCPYGKKCTYGVKCRFYHPERPHHGQLSVADELRAKTRA.... Result: 1 (interaction). (5) The miRNA is hsa-miR-195-5p with sequence UAGCAGCACAGAAAUAUUGGC. The protein sequence of the target gene is MEGGFGSDFGGSGSGKLDPGLIMEQVKVQIAVANAQELLQRMTDKCFRKCIGKPGGSLDNSEQKCIAMCMDRYMDAWNTVSRAYNSRLQRERANM. Result: 1 (interaction).